From a dataset of Full USPTO retrosynthesis dataset with 1.9M reactions from patents (1976-2016). Predict the reactants needed to synthesize the given product. Given the product [CH3:19][CH:7]1[CH2:6][C:5]2[C:10](=[CH:11][C:2]([C:24]3[CH:23]=[N:22][N:21]([CH3:20])[CH:25]=3)=[CH:3][CH:4]=2)[CH2:9][N:8]1[C:12]([O:14][C:15]([CH3:18])([CH3:17])[CH3:16])=[O:13], predict the reactants needed to synthesize it. The reactants are: Br[C:2]1[CH:11]=[C:10]2[C:5]([CH2:6][CH:7]([CH3:19])[N:8]([C:12]([O:14][C:15]([CH3:18])([CH3:17])[CH3:16])=[O:13])[CH2:9]2)=[CH:4][CH:3]=1.[CH3:20][N:21]1[CH:25]=[C:24](B2OC(C)(C)C(C)(C)O2)[CH:23]=[N:22]1.C(=O)([O-])[O-].[K+].[K+].ClCCl.